This data is from Forward reaction prediction with 1.9M reactions from USPTO patents (1976-2016). The task is: Predict the product of the given reaction. (1) Given the reactants [N:1]1([C:7]2[C:8]3[C:15]([C:16]4[CH:17]=[N:18][NH:19][CH:20]=4)=[CH:14][N:13]([CH2:21][O:22]CC[Si](C)(C)C)[C:9]=3[N:10]=[CH:11][N:12]=2)[CH2:6][CH2:5][O:4][CH2:3][CH2:2]1, predict the reaction product. The product is: [N:1]1([C:7]2[C:8]3[C:15]([C:16]4[CH:20]=[N:19][NH:18][CH:17]=4)=[CH:14][N:13]([CH2:21][OH:22])[C:9]=3[N:10]=[CH:11][N:12]=2)[CH2:2][CH2:3][O:4][CH2:5][CH2:6]1. (2) The product is: [NH2:9][C@@:8]1([C:14]2[CH:19]=[CH:18][C:17]([F:20])=[CH:16][C:15]=2[F:21])[CH2:12][O:13][C@@H:5]([CH2:4][CH:1]2[CH2:2][CH2:3]2)[CH2:6][C@H:7]1[CH2:11][OH:10]. Given the reactants [CH:1]1([CH2:4][C@@H:5]2[O:13][CH2:12][C@:8]3([C:14]4[CH:19]=[CH:18][C:17]([F:20])=[CH:16][C:15]=4[F:21])[NH:9][O:10][CH2:11][C@@H:7]3[CH2:6]2)[CH2:3][CH2:2]1.N[C@@]1(C2C=CC(F)=CC=2F)CO[C@@H](COCC2C=CC=CC=2)C[C@H]1CO, predict the reaction product. (3) Given the reactants C[O:2][C:3]([CH:5]1[CH2:9][S:8][C:7]([C:10]2[CH:15]=[CH:14][C:13]([Cl:16])=[CH:12][CH:11]=2)=[N:6]1)=[O:4].[OH-].[K+], predict the reaction product. The product is: [Cl:16][C:13]1[CH:12]=[CH:11][C:10]([C:7]2[S:8][CH2:9][CH:5]([C:3]([OH:4])=[O:2])[N:6]=2)=[CH:15][CH:14]=1. (4) The product is: [C:40]([O:39][C:37]([N:44]1[CH2:49][CH2:48][C:47](=[CH:12][C:7]2[CH:8]=[CH:9][CH:10]=[CH:11][C:6]=2[C:5]([O:4][CH3:3])=[O:21])[CH2:46][CH2:45]1)=[O:38])([CH3:43])([CH3:41])[CH3:42]. Given the reactants [H-].[Na+].[CH3:3][O:4][C:5](=[O:21])[C:6]1[CH:11]=[CH:10][CH:9]=[CH:8][C:7]=1[CH2:12]P(OCC)(OCC)=O.C1OCCOCCOCCOCCOC1.[C:37]([N:44]1[CH2:49][CH2:48][C:47](=O)[CH2:46][CH2:45]1)([O:39][C:40]([CH3:43])([CH3:42])[CH3:41])=[O:38], predict the reaction product.